Dataset: Retrosynthesis with 50K atom-mapped reactions and 10 reaction types from USPTO. Task: Predict the reactants needed to synthesize the given product. (1) Given the product N#Cc1ccc2[nH]cc(CCCCCl)c2c1, predict the reactants needed to synthesize it. The reactants are: N#Cc1ccc2[nH]cc(C(=O)CCCCl)c2c1. (2) Given the product [N-]=[N+]=Nc1ccccc1, predict the reactants needed to synthesize it. The reactants are: C[Si](C)(C)N=[N+]=[N-].Nc1ccccc1.